From a dataset of Reaction yield outcomes from USPTO patents with 853,638 reactions. Predict the reaction yield, written as a fraction of the theoretical maximum amount of product (1.0 means a 100% yield; for example, 0.34 means a 34% yield). (1) The reactants are Br[C:2]1[CH:11]=[CH:10][C:5]([C:6]([O:8][CH3:9])=[O:7])=[C:4]([O:12][CH3:13])[CH:3]=1.[Cl:14][C:15]1[CH:20]=[CH:19][C:18](B(O)O)=[CH:17][CH:16]=1.[O-]P([O-])([O-])=O.[K+].[K+].[K+]. The catalyst is O1CCOCC1.CO.C1C=CC(P(C2C=CC=CC=2)[C-]2C=CC=C2)=CC=1.C1C=CC(P(C2C=CC=CC=2)[C-]2C=CC=C2)=CC=1.Cl[Pd]Cl.[Fe+2]. The product is [CH3:9][O:8][C:6]([C:5]1[CH:10]=[CH:11][C:2]([C:18]2[CH:19]=[CH:20][C:15]([Cl:14])=[CH:16][CH:17]=2)=[CH:3][C:4]=1[O:12][CH3:13])=[O:7]. The yield is 0.780. (2) The reactants are I[C:2]1[CH:7]=[CH:6][N:5]=[CH:4][CH:3]=1.[C:8]([C:11]1[N:16]=[CH:15][C:14]([C:17]2[CH:18]=[N:19][C:20]([C:23]#[N:24])=[CH:21][CH:22]=2)=[CH:13][CH:12]=1)(=[O:10])[CH3:9]. The product is [OH:10][C:8]([C:11]1[N:16]=[CH:15][C:14]([C:17]2[CH:18]=[N:19][C:20]([C:23]#[N:24])=[CH:21][CH:22]=2)=[CH:13][CH:12]=1)([C:2]1[CH:7]=[CH:6][N:5]=[CH:4][CH:3]=1)[CH3:9]. No catalyst specified. The yield is 0.180. (3) The reactants are [CH2:1]([O:8][NH:9][S:10]([C:13]1[CH:18]=[CH:17][CH:16]=[CH:15][C:14]=1[N+:19]([O-:21])=[O:20])(=[O:12])=[O:11])[C:2]1[CH:7]=[CH:6][CH:5]=[CH:4][CH:3]=1.O[C@@H:23]1[CH2:28][N:27]([C:29]([O:31][C:32]([CH3:35])([CH3:34])[CH3:33])=[O:30])[C@H:26]([C:36]([O:38][CH2:39][CH3:40])=[O:37])[CH2:25][CH2:24]1.C1C=CC(P(C2C=CC=CC=2)C2C=CC=CC=2)=CC=1.CCOC(/N=N/C(OCC)=O)=O. The catalyst is C1COCC1. The product is [CH2:1]([O:8][N:9]([C@H:23]1[CH2:28][N:27]([C:29]([O:31][C:32]([CH3:33])([CH3:34])[CH3:35])=[O:30])[C@H:26]([C:36]([O:38][CH2:39][CH3:40])=[O:37])[CH2:25][CH2:24]1)[S:10]([C:13]1[CH:18]=[CH:17][CH:16]=[CH:15][C:14]=1[N+:19]([O-:21])=[O:20])(=[O:12])=[O:11])[C:2]1[CH:7]=[CH:6][CH:5]=[CH:4][CH:3]=1. The yield is 0.800. (4) The catalyst is CO.C(OCC)(=O)C. The reactants are Cl.Cl.C(O[N:6]=[CH:7][C:8]1[CH:9]=[C:10]2[C:14](=[CH:15][CH:16]=1)[NH:13][N:12]=[C:11]2[C:17]1[CH:18]=[C:19]([C:23]([NH:25][C:26]2[CH:31]=[CH:30][C:29]([F:32])=[CH:28][CH:27]=2)=[O:24])[CH:20]=[CH:21][CH:22]=1)C.[NH2:33][NH:34][C:35](=O)[CH2:36][N:37]([CH3:39])[CH3:38].C[O-].[Na+].Cl. The yield is 0.500. The product is [CH3:38][N:37]([CH2:36][C:35]1[N:6]=[C:7]([C:8]2[CH:9]=[C:10]3[C:14](=[CH:15][CH:16]=2)[NH:13][N:12]=[C:11]3[C:17]2[CH:18]=[C:19]([C:23]([NH:25][C:26]3[CH:27]=[CH:28][C:29]([F:32])=[CH:30][CH:31]=3)=[O:24])[CH:20]=[CH:21][CH:22]=2)[NH:33][N:34]=1)[CH3:39]. (5) The reactants are C(N(CC)CC)C.Br[C:9]1[CH:30]=[CH:29][C:12]([C:13]([NH:15][S:16]([C:19]2[CH:24]=[CH:23][CH:22]=[CH:21][C:20]=2[S:25](=[O:28])(=[O:27])[NH2:26])(=[O:18])=[O:17])=[O:14])=[CH:11][C:10]=1[O:31][CH2:32][CH2:33][C:34]([F:37])([F:36])[F:35].[CH:38]1([C:41]#[CH:42])[CH2:40][CH2:39]1. The catalyst is CN(C)C=O.C1C=CC([P]([Pd]([P](C2C=CC=CC=2)(C2C=CC=CC=2)C2C=CC=CC=2)([P](C2C=CC=CC=2)(C2C=CC=CC=2)C2C=CC=CC=2)[P](C2C=CC=CC=2)(C2C=CC=CC=2)C2C=CC=CC=2)(C2C=CC=CC=2)C2C=CC=CC=2)=CC=1.[Cu]I. The product is [CH:38]1([C:41]#[C:42][C:9]2[CH:30]=[CH:29][C:12]([C:13]([NH:15][S:16]([C:19]3[CH:24]=[CH:23][CH:22]=[CH:21][C:20]=3[S:25](=[O:28])(=[O:27])[NH2:26])(=[O:18])=[O:17])=[O:14])=[CH:11][C:10]=2[O:31][CH2:32][CH2:33][C:34]([F:37])([F:36])[F:35])[CH2:40][CH2:39]1. The yield is 0.370. (6) The reactants are [N:1]1[CH:6]=[CH:5][C:4]([CH2:7][CH2:8][CH2:9][CH2:10][N:11]2[CH2:18][CH:17]3[O:19][CH:13]([CH2:14][NH:15][CH2:16]3)[CH2:12]2)=[CH:3][CH:2]=1.Br[CH2:21][CH2:22][NH:23][C:24](=[O:30])[O:25][C:26]([CH3:29])([CH3:28])[CH3:27].C([O-])([O-])=O.[K+].[K+]. The catalyst is CC#N. The product is [N:1]1[CH:6]=[CH:5][C:4]([CH2:7][CH2:8][CH2:9][CH2:10][N:11]2[CH2:18][CH:17]3[O:19][CH:13]([CH2:14][N:15]([CH2:21][CH2:22][NH:23][C:24](=[O:30])[O:25][C:26]([CH3:29])([CH3:28])[CH3:27])[CH2:16]3)[CH2:12]2)=[CH:3][CH:2]=1. The yield is 0.510. (7) The reactants are Cl[C:2]1[CH:11]=[C:10]([Cl:12])[C:9]2[C:4](=[CH:5][C:6]([O:13][CH3:14])=[CH:7][CH:8]=2)[N:3]=1.[CH:15]([O:18][C:19]1[CH:24]=[CH:23][C:22](B(O)O)=[CH:21][CH:20]=1)([CH3:17])[CH3:16].C(=O)([O-])[O-].[K+].[K+]. The catalyst is O1CCOCC1.O.C1C=CC([P]([Pd]([P](C2C=CC=CC=2)(C2C=CC=CC=2)C2C=CC=CC=2)([P](C2C=CC=CC=2)(C2C=CC=CC=2)C2C=CC=CC=2)[P](C2C=CC=CC=2)(C2C=CC=CC=2)C2C=CC=CC=2)(C2C=CC=CC=2)C2C=CC=CC=2)=CC=1. The product is [Cl:12][C:10]1[C:9]2[C:4](=[CH:5][C:6]([O:13][CH3:14])=[CH:7][CH:8]=2)[N:3]=[C:2]([C:22]2[CH:23]=[CH:24][C:19]([O:18][CH:15]([CH3:17])[CH3:16])=[CH:20][CH:21]=2)[CH:11]=1. The yield is 0.850. (8) The reactants are [CH3:1][O:2][C:3]([CH:5]1[CH2:9][CH2:8][CH2:7][N:6]1[N:10]=[CH:11][C:12]1[CH:17]=[CH:16][C:15]([F:18])=[CH:14][CH:13]=1)=[O:4].C(O)(=O)C.C([BH3-])#N.[Na+]. The catalyst is CO. The product is [CH3:1][O:2][C:3]([CH:5]1[CH2:9][CH2:8][CH2:7][N:6]1[NH:10][CH2:11][C:12]1[CH:13]=[CH:14][C:15]([F:18])=[CH:16][CH:17]=1)=[O:4]. The yield is 0.732. (9) The reactants are [C:1]([O:5][C:6](=[O:30])[C:7]([S:10][C:11]1[CH:16]=[CH:15][C:14]([C:17]2[N:18]([CH2:25][CH2:26][CH2:27][CH2:28][CH3:29])[CH:19]=[C:20]([C:22]([OH:24])=O)[N:21]=2)=[CH:13][CH:12]=1)([CH3:9])[CH3:8])([CH3:4])([CH3:3])[CH3:2].C(Cl)(=O)C(Cl)=O.[CH3:37][C:38]1[CH:44]=[C:43]([CH3:45])[CH:42]=[CH:41][C:39]=1[NH2:40].ClC(Cl)C. The catalyst is ClCCl.CN(C)C1C=CN=CC=1.C(N(CC)CC)C.CN(C)C=O. The product is [CH3:37][C:38]1[CH:44]=[C:43]([CH3:45])[CH:42]=[CH:41][C:39]=1[NH:40][C:22]([C:20]1[N:21]=[C:17]([C:14]2[CH:13]=[CH:12][C:11]([S:10][C:7]([CH3:8])([CH3:9])[C:6]([O:5][C:1]([CH3:3])([CH3:4])[CH3:2])=[O:30])=[CH:16][CH:15]=2)[N:18]([CH2:25][CH2:26][CH2:27][CH2:28][CH3:29])[CH:19]=1)=[O:24]. The yield is 0.890.